This data is from Full USPTO retrosynthesis dataset with 1.9M reactions from patents (1976-2016). The task is: Predict the reactants needed to synthesize the given product. (1) Given the product [CH3:1][C:2]1[N:3]=[CH:4][C:5]([C:8]([N:22]=[N+:23]=[N-:24])=[O:10])=[N:6][CH:7]=1, predict the reactants needed to synthesize it. The reactants are: [CH3:1][C:2]1[N:3]=[CH:4][C:5]([C:8]([OH:10])=O)=[N:6][CH:7]=1.C(Cl)(=O)C(Cl)=O.CN(C)C=O.[N-:22]=[N+:23]=[N-:24].[Na+]. (2) Given the product [OH:2][CH2:1][CH:3]1[C:15]2[CH:14]=[C:13]([NH:16][C:17]([O:19][C:20]([CH3:23])([CH3:22])[CH3:21])=[O:18])[CH:12]=[CH:11][C:10]=2[C:9]2[C:4]1=[CH:5][CH:6]=[CH:7][CH:8]=2, predict the reactants needed to synthesize it. The reactants are: [CH:1]([CH:3]1[C:15]2[CH:14]=[C:13]([NH:16][C:17]([O:19][C:20]([CH3:23])([CH3:22])[CH3:21])=[O:18])[CH:12]=[CH:11][C:10]=2[C:9]2[C:4]1=[CH:5][CH:6]=[CH:7][CH:8]=2)=[O:2].[BH4-].[Na+].C(NC1C=CC2C3C(=CC=CC=3)CC=2C=1)(OC(C)(C)C)=O.CC(OC)(C)C.